This data is from TCR-epitope binding with 47,182 pairs between 192 epitopes and 23,139 TCRs. The task is: Binary Classification. Given a T-cell receptor sequence (or CDR3 region) and an epitope sequence, predict whether binding occurs between them. (1) The epitope is FSKQLQQSM. The TCR CDR3 sequence is CSVEDSVLGGMGETQYF. Result: 0 (the TCR does not bind to the epitope). (2) The epitope is AMFWSVPTV. The TCR CDR3 sequence is CASSTGTGLNTEAFF. Result: 1 (the TCR binds to the epitope). (3) The epitope is TEKSNIIRGW. The TCR CDR3 sequence is CASSDWGLTEAFF. Result: 1 (the TCR binds to the epitope).